Predict which catalyst facilitates the given reaction. From a dataset of Catalyst prediction with 721,799 reactions and 888 catalyst types from USPTO. Reactant: [Cl:1][C:2]1[CH:7]=[CH:6][C:5]([N+:8]([O-])=O)=[C:4]([N:11]2[CH:15]=[C:14]([CH3:16])[N:13]=[C:12]2[CH:17]2[CH2:22][CH2:21][CH2:20][CH2:19][CH2:18]2)[CH:3]=1.[H][H]. Product: [Cl:1][C:2]1[CH:7]=[CH:6][C:5]([NH2:8])=[C:4]([N:11]2[CH:15]=[C:14]([CH3:16])[N:13]=[C:12]2[CH:17]2[CH2:18][CH2:19][CH2:20][CH2:21][CH2:22]2)[CH:3]=1. The catalyst class is: 470.